This data is from Full USPTO retrosynthesis dataset with 1.9M reactions from patents (1976-2016). The task is: Predict the reactants needed to synthesize the given product. Given the product [CH:29]([OH:31])=[O:30].[NH2:17][C:10]1[CH2:11][O:12][CH2:13][C:14]([F:15])([F:16])[C@:8]([C:6]2[CH:7]=[C:2]([NH:1][C:29](=[O:30])[C:22]3[C:21]([Cl:20])=[CH:26][C:25]([C:27]#[N:28])=[CH:24][N:23]=3)[CH:3]=[CH:4][C:5]=2[F:19])([CH3:18])[N:9]=1, predict the reactants needed to synthesize it. The reactants are: [NH2:1][C:2]1[CH:3]=[CH:4][C:5]([F:19])=[C:6]([C@:8]2([CH3:18])[C:14]([F:16])([F:15])[CH2:13][O:12][CH2:11][C:10]([NH2:17])=[N:9]2)[CH:7]=1.[Cl:20][C:21]1[C:22]([C:29]([OH:31])=[O:30])=[N:23][CH:24]=[C:25]([C:27]#[N:28])[CH:26]=1.